This data is from Peptide-MHC class II binding affinity with 134,281 pairs from IEDB. The task is: Regression. Given a peptide amino acid sequence and an MHC pseudo amino acid sequence, predict their binding affinity value. This is MHC class II binding data. The peptide sequence is QSDLIKKVTNYLVDGNGRFV. The MHC is DRB1_0701 with pseudo-sequence DRB1_0701. The binding affinity (normalized) is 0.872.